From a dataset of NCI-60 drug combinations with 297,098 pairs across 59 cell lines. Regression. Given two drug SMILES strings and cell line genomic features, predict the synergy score measuring deviation from expected non-interaction effect. (1) Drug 1: CCC1=C2CN3C(=CC4=C(C3=O)COC(=O)C4(CC)O)C2=NC5=C1C=C(C=C5)O. Drug 2: C1CC(=O)NC(=O)C1N2C(=O)C3=CC=CC=C3C2=O. Cell line: HS 578T. Synergy scores: CSS=7.44, Synergy_ZIP=-6.42, Synergy_Bliss=-3.31, Synergy_Loewe=-21.8, Synergy_HSA=-4.99. (2) Drug 1: C1=NC2=C(N1)C(=S)N=C(N2)N. Synergy scores: CSS=5.61, Synergy_ZIP=-2.59, Synergy_Bliss=-1.90, Synergy_Loewe=-9.93, Synergy_HSA=-3.35. Cell line: A498. Drug 2: CC(C)NC(=O)C1=CC=C(C=C1)CNNC.Cl. (3) Drug 1: CN(C)N=NC1=C(NC=N1)C(=O)N. Drug 2: C1=CC=C(C=C1)NC(=O)CCCCCCC(=O)NO. Cell line: HCT-15. Synergy scores: CSS=3.57, Synergy_ZIP=-1.99, Synergy_Bliss=-2.32, Synergy_Loewe=-6.21, Synergy_HSA=-3.59.